Dataset: Full USPTO retrosynthesis dataset with 1.9M reactions from patents (1976-2016). Task: Predict the reactants needed to synthesize the given product. The reactants are: [F:1][C:2]1[CH:7]=[C:6](I)[CH:5]=[CH:4][C:3]=1[N:9]1[CH:14]=[C:13]([O:15][CH3:16])[C:12](=[O:17])[C:11]([C:18]2[N:22]([C:23]3[CH:28]=[CH:27][CH:26]=[CH:25][CH:24]=3)[N:21]=[CH:20][CH:19]=2)=[N:10]1.Cl.[F:30][C:31]1([F:38])[C:35]([F:37])([F:36])[CH2:34][NH:33][CH2:32]1.CC1(C)C2C(=C(P(C3C=CC=CC=3)C3C=CC=CC=3)C=CC=2)OC2C(P(C3C=CC=CC=3)C3C=CC=CC=3)=CC=CC1=2.CC([O-])(C)C.[Na+]. Given the product [F:1][C:2]1[CH:7]=[C:6]([N:33]2[CH2:34][C:35]([F:37])([F:36])[C:31]([F:38])([F:30])[CH2:32]2)[CH:5]=[CH:4][C:3]=1[N:9]1[CH:14]=[C:13]([O:15][CH3:16])[C:12](=[O:17])[C:11]([C:18]2[N:22]([C:23]3[CH:28]=[CH:27][CH:26]=[CH:25][CH:24]=3)[N:21]=[CH:20][CH:19]=2)=[N:10]1, predict the reactants needed to synthesize it.